The task is: Regression. Given two drug SMILES strings and cell line genomic features, predict the synergy score measuring deviation from expected non-interaction effect.. This data is from NCI-60 drug combinations with 297,098 pairs across 59 cell lines. (1) Drug 1: CC12CCC3C(C1CCC2=O)CC(=C)C4=CC(=O)C=CC34C. Drug 2: C1CC(C1)(C(=O)O)C(=O)O.[NH2-].[NH2-].[Pt+2]. Cell line: NCI-H460. Synergy scores: CSS=50.8, Synergy_ZIP=-2.04, Synergy_Bliss=-3.12, Synergy_Loewe=-6.94, Synergy_HSA=-0.0676. (2) Drug 1: CC1CCC2CC(C(=CC=CC=CC(CC(C(=O)C(C(C(=CC(C(=O)CC(OC(=O)C3CCCCN3C(=O)C(=O)C1(O2)O)C(C)CC4CCC(C(C4)OC)O)C)C)O)OC)C)C)C)OC. Drug 2: CC12CCC3C(C1CCC2OP(=O)(O)O)CCC4=C3C=CC(=C4)OC(=O)N(CCCl)CCCl.[Na+]. Cell line: UACC-257. Synergy scores: CSS=11.9, Synergy_ZIP=-3.39, Synergy_Bliss=-4.08, Synergy_Loewe=-4.22, Synergy_HSA=-5.32. (3) Drug 1: CC(C1=C(C=CC(=C1Cl)F)Cl)OC2=C(N=CC(=C2)C3=CN(N=C3)C4CCNCC4)N. Drug 2: CC12CCC3C(C1CCC2=O)CC(=C)C4=CC(=O)C=CC34C. Cell line: T-47D. Synergy scores: CSS=5.03, Synergy_ZIP=-4.35, Synergy_Bliss=0.210, Synergy_Loewe=-2.43, Synergy_HSA=-1.19.